Dataset: Forward reaction prediction with 1.9M reactions from USPTO patents (1976-2016). Task: Predict the product of the given reaction. (1) Given the reactants [CH3:1][O:2][C:3]1[CH:4]=[C:5]([CH:9]2[CH2:13][CH2:12][CH2:11][NH:10]2)[CH:6]=[CH:7][CH:8]=1.[OH:14][CH:15]([C:19]1[CH:24]=[CH:23][C:22]([Br:25])=[CH:21][CH:20]=1)[C:16](O)=[O:17], predict the reaction product. The product is: [Br:25][C:22]1[CH:21]=[CH:20][C:19]([CH:15]([OH:14])[C:16]([N:10]2[CH2:11][CH2:12][CH2:13][CH:9]2[C:5]2[CH:6]=[CH:7][CH:8]=[C:3]([O:2][CH3:1])[CH:4]=2)=[O:17])=[CH:24][CH:23]=1. (2) The product is: [Cl:64][C:65]1[CH:66]=[C:67]([NH:75][C:39](=[O:40])[CH2:38][CH2:37][C@@H:36]([C:42]([OH:44])=[O:43])[NH2:35])[CH:68]=[C:69]([CH:74]=1)[C:70]([OH:72])=[O:71]. Given the reactants CN(C(ON1N=NC2C=CC=NC1=2)=[N+](C)C)C.F[P-](F)(F)(F)(F)F.C1C=NC2N(O)N=NC=2C=1.[NH:35](C(OC(C)(C)C)=O)[C@H:36]([C:42]([O:44]C(C)(C)C)=[O:43])[CH2:37][CH2:38][C:39](=O)[OH:40].Cl.C(N(CC)CC)C.[Cl:64][C:65]1[CH:66]=[C:67]([NH2:75])[CH:68]=[C:69]([CH:74]=1)[C:70]([O:72]C)=[O:71], predict the reaction product. (3) Given the reactants C(=O)([O-])[O-].[Na+].[Na+].Cl[C:8]1[C:13]([Cl:14])=[N:12][CH:11]=[CH:10][N:9]=1.[O:15]1[CH2:20][CH2:19][CH:18]=[C:17](B2OC(C)(C)C(C)(C)O2)[CH2:16]1, predict the reaction product. The product is: [Cl:14][C:13]1[C:8]([C:17]2[CH2:16][O:15][CH2:20][CH2:19][CH:18]=2)=[N:9][CH:10]=[CH:11][N:12]=1.